Dataset: NCI-60 drug combinations with 297,098 pairs across 59 cell lines. Task: Regression. Given two drug SMILES strings and cell line genomic features, predict the synergy score measuring deviation from expected non-interaction effect. (1) Drug 1: C1=CC(=CC=C1CCCC(=O)O)N(CCCl)CCCl. Drug 2: CC1=C2C(C(=O)C3(C(CC4C(C3C(C(C2(C)C)(CC1OC(=O)C(C(C5=CC=CC=C5)NC(=O)C6=CC=CC=C6)O)O)OC(=O)C7=CC=CC=C7)(CO4)OC(=O)C)O)C)OC(=O)C. Cell line: NCI-H460. Synergy scores: CSS=64.3, Synergy_ZIP=-3.03, Synergy_Bliss=-4.94, Synergy_Loewe=-19.0, Synergy_HSA=-2.09. (2) Drug 1: C1=NC2=C(N=C(N=C2N1C3C(C(C(O3)CO)O)O)F)N. Drug 2: C1=CN(C=N1)CC(O)(P(=O)(O)O)P(=O)(O)O. Cell line: SW-620. Synergy scores: CSS=2.04, Synergy_ZIP=-0.271, Synergy_Bliss=-0.0128, Synergy_Loewe=-0.794, Synergy_HSA=-1.33. (3) Drug 1: C1CCC(C1)C(CC#N)N2C=C(C=N2)C3=C4C=CNC4=NC=N3. Drug 2: CC(C1=C(C=CC(=C1Cl)F)Cl)OC2=C(N=CC(=C2)C3=CN(N=C3)C4CCNCC4)N. Cell line: SF-268. Synergy scores: CSS=-2.52, Synergy_ZIP=1.44, Synergy_Bliss=0.850, Synergy_Loewe=-9.38, Synergy_HSA=-4.72. (4) Drug 1: CS(=O)(=O)C1=CC(=C(C=C1)C(=O)NC2=CC(=C(C=C2)Cl)C3=CC=CC=N3)Cl. Drug 2: CC(C)(C#N)C1=CC(=CC(=C1)CN2C=NC=N2)C(C)(C)C#N. Cell line: HT29. Synergy scores: CSS=6.03, Synergy_ZIP=0.280, Synergy_Bliss=3.39, Synergy_Loewe=-1.14, Synergy_HSA=-0.612. (5) Drug 1: C1=C(C(=O)NC(=O)N1)F. Drug 2: CCC(=C(C1=CC=CC=C1)C2=CC=C(C=C2)OCCN(C)C)C3=CC=CC=C3.C(C(=O)O)C(CC(=O)O)(C(=O)O)O. Cell line: T-47D. Synergy scores: CSS=24.4, Synergy_ZIP=-12.3, Synergy_Bliss=-16.2, Synergy_Loewe=-12.8, Synergy_HSA=-12.2. (6) Drug 1: CCCCCOC(=O)NC1=NC(=O)N(C=C1F)C2C(C(C(O2)C)O)O. Drug 2: CC1C(C(CC(O1)OC2CC(CC3=C2C(=C4C(=C3O)C(=O)C5=CC=CC=C5C4=O)O)(C(=O)C)O)N)O. Cell line: SR. Synergy scores: CSS=36.7, Synergy_ZIP=1.66, Synergy_Bliss=0.212, Synergy_Loewe=-29.4, Synergy_HSA=-1.14.